From a dataset of Retrosynthesis with 50K atom-mapped reactions and 10 reaction types from USPTO. Predict the reactants needed to synthesize the given product. Given the product COc1cc([C@@]2(O)CCN(C(=O)OC(C)(C)C)C[C@@H]2O)ccc1N, predict the reactants needed to synthesize it. The reactants are: COc1cc([C@@]2(O)CCN(C(=O)OC(C)(C)C)C[C@@H]2O)ccc1[N+](=O)[O-].